Dataset: Forward reaction prediction with 1.9M reactions from USPTO patents (1976-2016). Task: Predict the product of the given reaction. (1) Given the reactants [N+](C1C=C[C:7]([C:8](Cl)=[O:9])=CC=1)([O-])=O.C(N)CCC.[CH2:18]([NH:22][C:23](=[O:33])[C:24]1[CH:29]=[CH:28][C:27]([N+:30]([O-])=O)=[CH:26][CH:25]=1)[CH2:19][CH2:20][CH3:21], predict the reaction product. The product is: [CH2:18]([NH:22][C:23](=[O:33])[C:24]1[CH:29]=[CH:28][C:27]([NH:30][C:8](=[O:9])[CH3:7])=[CH:26][CH:25]=1)[CH2:19][CH2:20][CH3:21]. (2) Given the reactants C([O:8][C:9]1[CH:14]=[CH:13][C:12]([N:15]2[C:19]3=[N:20][CH:21]=[CH:22][CH:23]=[C:18]3[C:17](=[O:24])[N:16]2[CH3:25])=[CH:11][CH:10]=1)C1C=CC=CC=1.S(=O)(=O)(O)O, predict the reaction product. The product is: [OH:8][C:9]1[CH:10]=[CH:11][C:12]([N:15]2[C:19]3=[N:20][CH:21]=[CH:22][CH:23]=[C:18]3[C:17](=[O:24])[N:16]2[CH3:25])=[CH:13][CH:14]=1.